Dataset: NCI-60 drug combinations with 297,098 pairs across 59 cell lines. Task: Regression. Given two drug SMILES strings and cell line genomic features, predict the synergy score measuring deviation from expected non-interaction effect. (1) Drug 1: C1=CC(=C2C(=C1NCCNCCO)C(=O)C3=C(C=CC(=C3C2=O)O)O)NCCNCCO. Drug 2: CCC1(C2=C(COC1=O)C(=O)N3CC4=CC5=C(C=CC(=C5CN(C)C)O)N=C4C3=C2)O.Cl. Cell line: NCI-H226. Synergy scores: CSS=47.3, Synergy_ZIP=1.02, Synergy_Bliss=3.15, Synergy_Loewe=5.33, Synergy_HSA=8.24. (2) Cell line: A498. Synergy scores: CSS=33.1, Synergy_ZIP=3.26, Synergy_Bliss=8.32, Synergy_Loewe=0.0488, Synergy_HSA=7.63. Drug 1: CC1=C(C(CCC1)(C)C)C=CC(=CC=CC(=CC(=O)O)C)C. Drug 2: CC1=C2C(C(=O)C3(C(CC4C(C3C(C(C2(C)C)(CC1OC(=O)C(C(C5=CC=CC=C5)NC(=O)C6=CC=CC=C6)O)O)OC(=O)C7=CC=CC=C7)(CO4)OC(=O)C)O)C)OC(=O)C. (3) Drug 1: C1CN1C2=NC(=NC(=N2)N3CC3)N4CC4. Drug 2: C1=C(C(=O)NC(=O)N1)N(CCCl)CCCl. Cell line: HS 578T. Synergy scores: CSS=15.9, Synergy_ZIP=-6.31, Synergy_Bliss=-5.15, Synergy_Loewe=-14.1, Synergy_HSA=-2.60.